The task is: Predict which catalyst facilitates the given reaction.. This data is from Catalyst prediction with 721,799 reactions and 888 catalyst types from USPTO. (1) Reactant: [CH3:1][C:2]1[O:6][C:5]([C:7]2[S:8][CH:9]=[CH:10][CH:11]=2)=[N:4][C:3]=1[CH2:12][C:13](O)=O.C(OC1C=CC(C2OC(C)=C(CC(O)=O)[N:34]=2)=CC=1)C1C=CC=CC=1.C(Cl)(Cl)Cl. Product: [CH3:1][C:2]1[O:6][C:5]([C:7]2[S:8][CH:9]=[CH:10][CH:11]=2)=[N:4][C:3]=1[CH2:12][C:13]#[N:34]. The catalyst class is: 14. (2) Reactant: [C:1](#[N:3])[CH3:2].C([Li])CCC.C([O:11][C:12](=O)[CH2:13][C:14]1[CH:19]=[CH:18][CH:17]=[CH:16][CH:15]=1)C.[OH-].[Na+]. Product: [O:11]=[C:12]([CH2:13][C:14]1[CH:19]=[CH:18][CH:17]=[CH:16][CH:15]=1)[CH2:2][C:1]#[N:3]. The catalyst class is: 1. (3) Reactant: [C:1]1([CH3:23])[CH:6]=[CH:5][C:4]([S:7]([O:10][C@H:11]2[CH2:14][C@@H:13]([O:15]CC3C=CC=CC=3)[CH2:12]2)(=[O:9])=[O:8])=[CH:3][CH:2]=1. Product: [C:1]1([CH3:23])[CH:2]=[CH:3][C:4]([S:7]([O:10][C@H:11]2[CH2:12][C@@H:13]([OH:15])[CH2:14]2)(=[O:8])=[O:9])=[CH:5][CH:6]=1. The catalyst class is: 8. (4) Reactant: [CH2:1]([N:3]1[N:7]=[N:6][C:5]([CH2:8][N:9]2[C:14]3[CH:15]=[C:16]([C:18]4[CH:23]=[CH:22][C:21]([F:24])=[CH:20][C:19]=4[O:25][CH3:26])[S:17][C:13]=3[C:12](=[O:27])[N:11]([CH:28]3[CH2:33][CH2:32][N:31](C(OC(C)(C)C)=O)[CH2:30][CH2:29]3)[C:10]2=[O:41])=[N:4]1)[CH3:2].[ClH:42]. Product: [ClH:42].[CH2:1]([N:3]1[N:7]=[N:6][C:5]([CH2:8][N:9]2[C:14]3[CH:15]=[C:16]([C:18]4[CH:23]=[CH:22][C:21]([F:24])=[CH:20][C:19]=4[O:25][CH3:26])[S:17][C:13]=3[C:12](=[O:27])[N:11]([CH:28]3[CH2:33][CH2:32][NH:31][CH2:30][CH2:29]3)[C:10]2=[O:41])=[N:4]1)[CH3:2]. The catalyst class is: 12. (5) Product: [CH:16]12[N:15]([C:12]3[CH:13]=[CH:14][C:9]([NH:8][C:41]([C:28]4[C:27](=[O:26])[C:36]5[C:31](=[CH:32][CH:33]=[CH:34][C:35]=5[C:37]([F:40])([F:38])[F:39])[NH:30][CH:29]=4)=[O:42])=[C:10]([C:22]([F:25])([F:23])[F:24])[CH:11]=3)[CH:19]([CH2:18][CH2:17]1)[CH2:20][CH2:21]2. The catalyst class is: 6. Reactant: CC1CCCO1.Cl.[NH2:8][C:9]1[CH:14]=[CH:13][C:12]([N:15]2[CH:19]3[CH2:20][CH2:21][CH:16]2[CH2:17][CH2:18]3)=[CH:11][C:10]=1[C:22]([F:25])([F:24])[F:23].[O:26]=[C:27]1[C:36]2[C:31](=[CH:32][CH:33]=[CH:34][C:35]=2[C:37]([F:40])([F:39])[F:38])[NH:30][CH:29]=[C:28]1[C:41](O)=[O:42].C(P1(=O)OP(CCC)(=O)OP(CCC)(=O)O1)CC.N1C=CC=CC=1. (6) Reactant: Br[CH2:2][C:3]([O:5][CH2:6][CH3:7])=[O:4].C([O-])([O-])=O.[Cs+].[Cs+].[CH3:14][C:15]1[CH:20]=[C:19]([CH3:21])[CH:18]=[CH:17][C:16]=1[CH:22]([C:43]1[CH:48]=[CH:47][CH:46]=[CH:45][CH:44]=1)[NH:23][C:24](=[O:42])[CH2:25][C:26]1[CH:31]=[CH:30][C:29]([CH:32]([OH:41])[CH2:33][C:34]2[C:35]([CH3:40])=[N:36][CH:37]=[CH:38][CH:39]=2)=[CH:28][CH:27]=1. Product: [CH3:14][C:15]1[CH:20]=[C:19]([CH3:21])[CH:18]=[CH:17][C:16]=1[CH:22]([NH:23][C:24](=[O:42])[CH2:25][C:26]1[CH:31]=[CH:30][C:29]([CH:32]([O:41][CH2:2][C:3]([O:5][CH2:6][CH3:7])=[O:4])[CH2:33][C:34]2[C:35]([CH3:40])=[N:36][CH:37]=[CH:38][CH:39]=2)=[CH:28][CH:27]=1)[C:43]1[CH:44]=[CH:45][CH:46]=[CH:47][CH:48]=1. The catalyst class is: 144. (7) Reactant: [F:1][C:2]([F:22])([F:21])[C:3]1[C:8]2[S:9][CH:10]=[C:11]([CH:12]3[CH2:17][CH2:16][N:15](C(=O)C)[CH2:14][CH2:13]3)[C:7]=2[CH:6]=[CH:5][CH:4]=1.Cl.C(=O)([O-])[O-].[K+].[K+]. Product: [F:22][C:2]([F:1])([F:21])[C:3]1[C:8]2[S:9][CH:10]=[C:11]([CH:12]3[CH2:13][CH2:14][NH:15][CH2:16][CH2:17]3)[C:7]=2[CH:6]=[CH:5][CH:4]=1. The catalyst class is: 8. (8) Reactant: [Cl:1][C:2]1[CH:24]=[CH:23][C:5]([CH2:6][NH:7][C:8]([C:10]2[CH:19]=[CH:18][C:13]([C:14]([O:16]C)=O)=[C:12]([N:20]=[C:21]=[S:22])[CH:11]=2)=[O:9])=[CH:4][CH:3]=1.[NH2:25][C:26]1[CH:27]=[C:28]([C:32]([OH:34])=[O:33])[CH:29]=[N:30][CH:31]=1. Product: [Cl:1][C:2]1[CH:3]=[CH:4][C:5]([CH2:6][NH:7][C:8]([C:10]2[CH:11]=[C:12]3[C:13]([C:14](=[O:16])[N:25]([C:26]4[CH:27]=[C:28]([C:32]([OH:34])=[O:33])[CH:29]=[N:30][CH:31]=4)[C:21](=[S:22])[NH:20]3)=[CH:18][CH:19]=2)=[O:9])=[CH:23][CH:24]=1. The catalyst class is: 16. (9) Reactant: OO.C1(C)C=CC(S(C2NC=CN=2)(=O)=[O:10])=CC=1.[Cl:18][C:19]1[C:20]([NH:38][C:39](=[O:47])[CH2:40][CH:41]2[CH2:46][CH2:45][CH2:44][CH2:43][CH2:42]2)=[C:21]2[C:26](=[CH:27][CH:28]=1)[N:25]=[C:24]([N:29]1[CH2:33][CH2:32][C@H:31]([S:34][CH2:35][CH2:36][OH:37])[CH2:30]1)[CH:23]=[CH:22]2.[OH-:48].[Na+].S(S([O-])=O)([O-])(=O)=O.[Na+].[Na+]. The catalyst class is: 5. Product: [Cl:18][C:19]1[C:20]([NH:38][C:39](=[O:47])[CH2:40][CH:41]2[CH2:46][CH2:45][CH2:44][CH2:43][CH2:42]2)=[C:21]2[C:26](=[CH:27][CH:28]=1)[N:25]=[C:24]([N:29]1[CH2:33][CH2:32][C@H:31]([S:34]([CH2:35][CH2:36][OH:37])(=[O:10])=[O:48])[CH2:30]1)[CH:23]=[CH:22]2.